This data is from Forward reaction prediction with 1.9M reactions from USPTO patents (1976-2016). The task is: Predict the product of the given reaction. (1) Given the reactants Cl.[Cl:2][C:3]1[CH:4]=[C:5]([CH2:10][N:11]2[CH:15]=[C:14]([NH:16][C:17]([C:19]3[CH:20]=[C:21]4[C:26](=[CH:27][CH:28]=3)[CH2:25][NH:24][CH2:23][CH2:22]4)=[O:18])[CH:13]=[N:12]2)[CH:6]=[CH:7][C:8]=1[Cl:9].N1C=CC=CC=1.[C:35](Cl)(=[O:37])[CH3:36].ClCCl, predict the reaction product. The product is: [C:35]([N:24]1[CH2:23][CH2:22][C:21]2[C:26](=[CH:27][CH:28]=[C:19]([C:17]([NH:16][C:14]3[CH:13]=[N:12][N:11]([CH2:10][C:5]4[CH:6]=[CH:7][C:8]([Cl:9])=[C:3]([Cl:2])[CH:4]=4)[CH:15]=3)=[O:18])[CH:20]=2)[CH2:25]1)(=[O:37])[CH3:36]. (2) Given the reactants [F:1][C:2]([F:19])([F:18])[C:3]1[CH:4]=[CH:5][CH:6]=[C:7]2[C:12]=1[N:11]=[CH:10][CH:9]=[C:8]2[O:13][CH2:14][C:15]([OH:17])=O.C(Cl)(=O)C(Cl)=O.[CH:26]1[C:31]([NH2:32])=[CH:30][CH:29]=[C:28]([S:33]([NH:36][C:37]2[S:41][CH:40]=[CH:39][N:38]=2)(=[O:35])=[O:34])[CH:27]=1.N1C=CC=CC=1, predict the reaction product. The product is: [S:41]1[CH:40]=[CH:39][N:38]=[C:37]1[NH:36][S:33]([C:28]1[CH:27]=[CH:26][C:31]([NH:32][C:15](=[O:17])[CH2:14][O:13][C:8]2[C:7]3[C:12](=[C:3]([C:2]([F:1])([F:19])[F:18])[CH:4]=[CH:5][CH:6]=3)[N:11]=[CH:10][CH:9]=2)=[CH:30][CH:29]=1)(=[O:35])=[O:34]. (3) Given the reactants COC1C=C(OC)C=CC=1C[NH:6][C:7]1[C:16]2[C:11](=[CH:12][CH:13]=[CH:14][CH:15]=2)[C:10]([C:17]2[CH:22]=[CH:21][CH:20]=[CH:19][CH:18]=2)=[N:9][N:8]=1.Br.O, predict the reaction product. The product is: [C:17]1([C:10]2[C:11]3[C:16](=[CH:15][CH:14]=[CH:13][CH:12]=3)[C:7]([NH2:6])=[N:8][N:9]=2)[CH:18]=[CH:19][CH:20]=[CH:21][CH:22]=1. (4) Given the reactants [CH:1](=O)[C:2]1[CH:7]=[CH:6][N:5]=[CH:4][CH:3]=1.C(OP([CH2:17][C:18]([O:20][CH2:21][CH3:22])=[O:19])(OCC)=O)C, predict the reaction product. The product is: [N:5]1[CH:6]=[CH:7][C:2]([CH2:1][CH2:17][C:18]([O:20][CH2:21][CH3:22])=[O:19])=[CH:3][CH:4]=1. (5) Given the reactants [H-].[H-].[H-].[H-].[Li+].[Al+3].[CH3:7][O:8][C:9]1[CH:10]=[C:11]2[C:15](=[CH:16][CH:17]=1)[NH:14][CH:13]=[C:12]2[CH:18]1[CH2:22][C:21](=O)[NH:20][C:19]1=O.O.[OH-].[Na+], predict the reaction product. The product is: [CH3:7][O:8][C:9]1[CH:10]=[C:11]2[C:15](=[CH:16][CH:17]=1)[NH:14][CH:13]=[C:12]2[CH:18]1[CH2:22][CH2:21][NH:20][CH2:19]1. (6) The product is: [O:11]1[CH:15]=[CH:14][C:13]([C:2]2[CH:7]=[C:6]([CH3:8])[CH:5]=[C:4]([CH3:9])[C:3]=2[OH:10])=[CH:12]1. Given the reactants Br[C:2]1[CH:7]=[C:6]([CH3:8])[CH:5]=[C:4]([CH3:9])[C:3]=1[OH:10].[O:11]1[CH:15]=[CH:14][C:13](B(O)O)=[CH:12]1.C(=O)([O-])[O-].[Na+].[Na+].C(=O)([O-])O.[Na+], predict the reaction product. (7) Given the reactants [OH:1][CH2:2][C@H:3]([NH:5][C:6](=[O:12])[O:7][C:8]([CH3:11])([CH3:10])[CH3:9])[CH3:4].C(N(CC)CC)C.[CH3:20][C:21]1[CH:26]=[CH:25][C:24]([S:27](Cl)(=[O:29])=[O:28])=[CH:23][CH:22]=1, predict the reaction product. The product is: [CH3:20][C:21]1[CH:26]=[CH:25][C:24]([S:27]([O:1][CH2:2][C@H:3]([NH:5][C:6]([O:7][C:8]([CH3:11])([CH3:10])[CH3:9])=[O:12])[CH3:4])(=[O:29])=[O:28])=[CH:23][CH:22]=1.